Dataset: Forward reaction prediction with 1.9M reactions from USPTO patents (1976-2016). Task: Predict the product of the given reaction. (1) Given the reactants Br[CH2:2][C:3]1[CH:7]=[C:6]([CH3:8])[O:5][N:4]=1.[C:9]([N:13]1[C:17](=[O:18])[C:16]([NH:19][CH:20]2[CH2:25][CH2:24][NH:23][CH2:22][CH2:21]2)=[C:15]([C:26]2[CH:31]=[CH:30][CH:29]=[CH:28][CH:27]=2)[S:14]1(=[O:33])=[O:32])([CH3:12])([CH3:11])[CH3:10], predict the reaction product. The product is: [C:9]([N:13]1[C:17](=[O:18])[C:16]([NH:19][CH:20]2[CH2:25][CH2:24][N:23]([CH2:2][C:3]3[CH:7]=[C:6]([CH3:8])[O:5][N:4]=3)[CH2:22][CH2:21]2)=[C:15]([C:26]2[CH:27]=[CH:28][CH:29]=[CH:30][CH:31]=2)[S:14]1(=[O:33])=[O:32])([CH3:12])([CH3:10])[CH3:11]. (2) Given the reactants [I:1][C:2]1[CH:7]=[C:6]([CH3:8])[C:5]([NH2:9])=[CH:4][N:3]=1.CC([O-])=O.[K+].[N:15](OCCC(C)C)=O.C([O-])(O)=O.[Na+], predict the reaction product. The product is: [I:1][C:2]1[CH:7]=[C:6]2[CH:8]=[N:15][NH:9][C:5]2=[CH:4][N:3]=1. (3) Given the reactants [CH3:1][O:2][C:3](=[O:20])[C:4]1[CH:9]=[C:8]([Cl:10])[C:7]([NH:11]C(=O)C)=[C:6]([N+:15]([O-:17])=[O:16])[C:5]=1[O:18][CH3:19], predict the reaction product. The product is: [CH3:1][O:2][C:3](=[O:20])[C:4]1[CH:9]=[C:8]([Cl:10])[C:7]([NH2:11])=[C:6]([N+:15]([O-:17])=[O:16])[C:5]=1[O:18][CH3:19]. (4) Given the reactants [C:1]([O:5][C:6](=[O:23])[NH:7][C@@H:8]1[CH2:12][CH2:11][N:10]([C:13](=[O:22])[CH2:14][N:15]2[CH2:20][CH2:19][CH:18]([OH:21])[CH2:17][CH2:16]2)[CH2:9]1)([CH3:4])([CH3:3])[CH3:2].[CH:24]1[CH:29]=[CH:28][C:27]([C:30]2[C:35]([N:36]=[C:37]=[O:38])=[CH:34][CH:33]=[CH:32][CH:31]=2)=[CH:26][CH:25]=1, predict the reaction product. The product is: [C:1]([O:5][C:6](=[O:23])[NH:7][C@@H:8]1[CH2:12][CH2:11][N:10]([C:13](=[O:22])[CH2:14][N:15]2[CH2:16][CH2:17][CH:18]([O:21][C:37](=[O:38])[NH:36][C:35]3[CH:34]=[CH:33][CH:32]=[CH:31][C:30]=3[C:27]3[CH:26]=[CH:25][CH:24]=[CH:29][CH:28]=3)[CH2:19][CH2:20]2)[CH2:9]1)([CH3:4])([CH3:2])[CH3:3].